From a dataset of NCI-60 drug combinations with 297,098 pairs across 59 cell lines. Regression. Given two drug SMILES strings and cell line genomic features, predict the synergy score measuring deviation from expected non-interaction effect. Drug 1: C1=CC(=CC=C1CC(C(=O)O)N)N(CCCl)CCCl.Cl. Drug 2: C(=O)(N)NO. Cell line: HOP-62. Synergy scores: CSS=14.5, Synergy_ZIP=-2.26, Synergy_Bliss=1.82, Synergy_Loewe=-9.68, Synergy_HSA=-2.11.